Predict the product of the given reaction. From a dataset of Forward reaction prediction with 1.9M reactions from USPTO patents (1976-2016). Given the reactants [Br:1][C:2]1[CH:10]=[C:9]2[C:5]([C:6](C)([C:12](OC)=O)[C:7](=[O:11])[NH:8]2)=[CH:4][CH:3]=1.C(O)(C(F)(F)F)=O, predict the reaction product. The product is: [Br:1][C:2]1[CH:10]=[C:9]2[C:5]([CH:6]([CH3:12])[C:7](=[O:11])[NH:8]2)=[CH:4][CH:3]=1.